This data is from Catalyst prediction with 721,799 reactions and 888 catalyst types from USPTO. The task is: Predict which catalyst facilitates the given reaction. (1) Reactant: [CH2:1]([N:3]1[CH2:16][CH2:15][C:6]2[NH:7][C:8]3[CH:9]=[CH:10][C:11]([CH3:14])=[CH:12][C:13]=3[C:5]=2[CH2:4]1)[CH3:2].[CH3:17][C:18]1[CH:26]=[CH:25][C:21]([CH:22]2[O:24][CH2:23]2)=[CH:20][CH:19]=1.[H-].[Na+].FC(F)(F)C([O-])=O. Product: [CH2:1]([N:3]1[CH2:16][CH2:15][C:6]2[N:7]([CH2:23][CH:22]([C:21]3[CH:25]=[CH:26][C:18]([CH3:17])=[CH:19][CH:20]=3)[OH:24])[C:8]3[CH:9]=[CH:10][C:11]([CH3:14])=[CH:12][C:13]=3[C:5]=2[CH2:4]1)[CH3:2]. The catalyst class is: 3. (2) Reactant: C1(P(C2C=CC=CC=2)C2C=CC=CC=2)C=CC=CC=1.N(C(OCC)=O)=NC(OCC)=O.P([N:48]=[N+:49]=[N-:50])(=O)(OC1C=CC=CC=1)OC1C=CC=CC=1.[CH3:51][O:52][C:53](=[O:76])[C@H:54]([CH2:63][CH2:64][C@H:65](O)[CH2:66][O:67][Si:68]([C:71]([CH3:74])([CH3:73])[CH3:72])([CH3:70])[CH3:69])[NH:55][C:56]([O:58][C:59]([CH3:62])([CH3:61])[CH3:60])=[O:57]. Product: [CH3:51][O:52][C:53](=[O:76])[C@H:54]([CH2:63][CH2:64][C@@H:65]([N:48]=[N+:49]=[N-:50])[CH2:66][O:67][Si:68]([C:71]([CH3:74])([CH3:73])[CH3:72])([CH3:70])[CH3:69])[NH:55][C:56]([O:58][C:59]([CH3:62])([CH3:61])[CH3:60])=[O:57]. The catalyst class is: 7. (3) Reactant: [Cl:1][C:2]1[CH:7]=[CH:6][CH:5]=[C:4]([F:8])[C:3]=1[C:9]1[N:13]=[C:12]([C:14]2[C:18]([CH3:19])=[CH:17][S:16][CH:15]=2)[N:11]([CH3:20])[N:10]=1.[Br:21]Br.O. Product: [Cl:1][C:2]1[CH:7]=[CH:6][CH:5]=[C:4]([F:8])[C:3]=1[C:9]1[N:13]=[C:12]([C:14]2[C:18]([CH3:19])=[C:17]([Br:21])[S:16][CH:15]=2)[N:11]([CH3:20])[N:10]=1. The catalyst class is: 15. (4) Reactant: [NH2:1][C:2]1[C:7]([N:8]2[CH2:13][CH2:12][N:11]([C:14]([O:16][C:17]([CH3:20])([CH3:19])[CH3:18])=[O:15])[C@@H:10]([CH2:21][C:22]3[CH:27]=[CH:26][CH:25]=[CH:24][CH:23]=3)[CH2:9]2)=[N:6][C:5]([Br:28])=[CH:4][N:3]=1.CC(C)([O-])C.[K+].[CH2:35](Br)[C:36]1[CH:41]=[CH:40][CH:39]=[CH:38][CH:37]=1.C(OCC)(=O)C. Product: [CH2:35]([NH:1][C:2]1[C:7]([N:8]2[CH2:13][CH2:12][N:11]([C:14]([O:16][C:17]([CH3:19])([CH3:20])[CH3:18])=[O:15])[C@@H:10]([CH2:21][C:22]3[CH:23]=[CH:24][CH:25]=[CH:26][CH:27]=3)[CH2:9]2)=[N:6][C:5]([Br:28])=[CH:4][N:3]=1)[C:36]1[CH:41]=[CH:40][CH:39]=[CH:38][CH:37]=1. The catalyst class is: 12. (5) Reactant: [C:1]([O:5][C:6]([N:8]1[CH2:13][CH:12]=[C:11]([C:14]2[C:19]([CH:20]3[CH2:23][NH:22][CH2:21]3)=[N:18][CH:17]=[CH:16][N:15]=2)[CH2:10][CH2:9]1)=[O:7])([CH3:4])([CH3:3])[CH3:2]. Product: [C:1]([O:5][C:6]([N:8]1[CH2:13][CH2:12][CH:11]([C:14]2[C:19]([CH:20]3[CH2:21][NH:22][CH2:23]3)=[N:18][CH:17]=[CH:16][N:15]=2)[CH2:10][CH2:9]1)=[O:7])([CH3:4])([CH3:2])[CH3:3]. The catalyst class is: 19. (6) Reactant: Cl[CH2:2][CH2:3][NH:4][C:5]1[CH:10]=[CH:9][CH:8]=[CH:7][C:6]=1[N:11]1[CH2:16][CH2:15][N:14]([C:17]2[C:26]3[C:21](=[CH:22][C:23]([O:29][CH3:30])=[C:24]([O:27][CH3:28])[CH:25]=3)[N:20]=[C:19]([CH:31]3[CH2:33][CH2:32]3)[N:18]=2)[CH2:13][CH2:12]1.C([O-])([O-])=O.[K+].[K+].[H-].[Na+]. Product: [N:4]1([C:5]2[CH:10]=[CH:9][CH:8]=[CH:7][C:6]=2[N:11]2[CH2:16][CH2:15][N:14]([C:17]3[C:26]4[C:21](=[CH:22][C:23]([O:29][CH3:30])=[C:24]([O:27][CH3:28])[CH:25]=4)[N:20]=[C:19]([CH:31]4[CH2:33][CH2:32]4)[N:18]=3)[CH2:13][CH2:12]2)[CH2:2][CH2:3]1. The catalyst class is: 18. (7) Reactant: [Li+].C[Si]([N-][Si](C)(C)C)(C)C.[C:11]([O:15][C:16]([NH:18][C@H:19]1[CH2:23][C@@H:22]([C:24]([O:26][CH3:27])=[O:25])[CH:21]=[CH:20]1)=[O:17])([CH3:14])([CH3:13])[CH3:12].[C:28]([Si:32]([O:35][CH2:36][CH2:37]I)([CH3:34])[CH3:33])([CH3:31])([CH3:30])[CH3:29].Cl. Product: [C:11]([O:15][C:16]([NH:18][C@H:19]1[CH2:23][C@@:22]([CH2:37][CH2:36][O:35][Si:32]([C:28]([CH3:31])([CH3:30])[CH3:29])([CH3:34])[CH3:33])([C:24]([O:26][CH3:27])=[O:25])[CH:21]=[CH:20]1)=[O:17])([CH3:14])([CH3:13])[CH3:12]. The catalyst class is: 20.